This data is from Full USPTO retrosynthesis dataset with 1.9M reactions from patents (1976-2016). The task is: Predict the reactants needed to synthesize the given product. (1) Given the product [Cl:1][C:2]1[N:11]=[C:10]([C:12]2[CH:13]=[CH:14][CH:15]=[CH:16][CH:17]=2)[C:9]([C:18]2[CH:23]=[CH:22][C:21](=[O:24])[N:20]([CH:25]([CH3:27])[CH3:26])[N:19]=2)=[CH:8][C:3]=1[C:4]([OH:6])=[O:5], predict the reactants needed to synthesize it. The reactants are: [Cl:1][C:2]1[N:11]=[C:10]([C:12]2[CH:17]=[CH:16][CH:15]=[CH:14][CH:13]=2)[C:9]([C:18]2[CH:23]=[CH:22][C:21](=[O:24])[N:20]([CH:25]([CH3:27])[CH3:26])[N:19]=2)=[CH:8][C:3]=1[C:4]([O:6]C)=[O:5].[OH-].[Na+].Cl. (2) Given the product [Cl:1][C:2]1[N:3]=[C:4]([CH2:10][C:11]([N:13]2[C:21]3[C:16](=[C:17]([F:22])[CH:18]=[CH:19][CH:20]=3)[CH2:15][CH2:14]2)=[O:12])[NH:5][C:6](=[O:8])[CH:7]=1, predict the reactants needed to synthesize it. The reactants are: [Cl:1][C:2]1[CH:7]=[C:6]([O:8]C)[N:5]=[C:4]([CH2:10][C:11]([N:13]2[C:21]3[C:16](=[C:17]([F:22])[CH:18]=[CH:19][CH:20]=3)[CH2:15][CH2:14]2)=[O:12])[N:3]=1.[I-].[K+].C(#N)C.C[Si](C)(C)Cl.